Dataset: Forward reaction prediction with 1.9M reactions from USPTO patents (1976-2016). Task: Predict the product of the given reaction. Given the reactants [Cl:1][C:2]1[S:6][C:5]([C:7]([OH:9])=O)=[CH:4][CH:3]=1.F[P-](F)(F)(F)(F)F.N1(O[P+](N(C)C)(N(C)C)N(C)C)C2C=CC=CC=2N=N1.[NH2:37][CH2:38][C:39]1[N:40]=[CH:41][NH:42][CH:43]=1, predict the reaction product. The product is: [Cl:1][C:2]1[S:6][C:5]([C:7]([NH:37][CH2:38][C:39]2[N:40]=[CH:41][NH:42][CH:43]=2)=[O:9])=[CH:4][CH:3]=1.